Dataset: Merck oncology drug combination screen with 23,052 pairs across 39 cell lines. Task: Regression. Given two drug SMILES strings and cell line genomic features, predict the synergy score measuring deviation from expected non-interaction effect. (1) Drug 1: O=C(NOCC(O)CO)c1ccc(F)c(F)c1Nc1ccc(I)cc1F. Drug 2: CC(C)CC(NC(=O)C(Cc1ccccc1)NC(=O)c1cnccn1)B(O)O. Cell line: ES2. Synergy scores: synergy=-15.9. (2) Drug 1: CC(=O)OC1C(=O)C2(C)C(O)CC3OCC3(OC(C)=O)C2C(OC(=O)c2ccccc2)C2(O)CC(OC(=O)C(O)C(NC(=O)c3ccccc3)c3ccccc3)C(C)=C1C2(C)C. Drug 2: C#Cc1cccc(Nc2ncnc3cc(OCCOC)c(OCCOC)cc23)c1. Cell line: NCIH23. Synergy scores: synergy=-1.63. (3) Drug 1: O=P1(N(CCCl)CCCl)NCCCO1. Drug 2: COC1=C2CC(C)CC(OC)C(O)C(C)C=C(C)C(OC(N)=O)C(OC)C=CC=C(C)C(=O)NC(=CC1=O)C2=O. Cell line: NCIH520. Synergy scores: synergy=5.34. (4) Drug 1: N#Cc1ccc(Cn2cncc2CN2CCN(c3cccc(Cl)c3)C(=O)C2)cc1. Drug 2: CS(=O)(=O)CCNCc1ccc(-c2ccc3ncnc(Nc4ccc(OCc5cccc(F)c5)c(Cl)c4)c3c2)o1. Cell line: OCUBM. Synergy scores: synergy=19.6. (5) Drug 1: CN1C(=O)C=CC2(C)C3CCC4(C)C(NC(=O)OCC(F)(F)F)CCC4C3CCC12. Drug 2: CCC1(O)C(=O)OCc2c1cc1n(c2=O)Cc2cc3c(CN(C)C)c(O)ccc3nc2-1. Cell line: OCUBM. Synergy scores: synergy=-2.68. (6) Drug 1: CCN(CC)CCNC(=O)c1c(C)[nH]c(C=C2C(=O)Nc3ccc(F)cc32)c1C. Drug 2: C#Cc1cccc(Nc2ncnc3cc(OCCOC)c(OCCOC)cc23)c1. Cell line: COLO320DM. Synergy scores: synergy=8.82.